From a dataset of Full USPTO retrosynthesis dataset with 1.9M reactions from patents (1976-2016). Predict the reactants needed to synthesize the given product. (1) Given the product [CH:1]([C:4]1[CH:9]=[CH:8][C:7]([CH:10]([CH2:20][CH3:21])[CH2:11][C:12]([OH:19])([C:15]([F:17])([F:16])[F:18])[CH:13]=[O:14])=[C:6]([O:22][CH3:23])[CH:5]=1)([CH3:2])[CH3:3], predict the reactants needed to synthesize it. The reactants are: [CH:1]([C:4]1[CH:9]=[CH:8][C:7]([CH:10]([CH2:20][CH3:21])[CH2:11][C:12]([OH:19])([C:15]([F:18])([F:17])[F:16])[CH2:13][OH:14])=[C:6]([O:22][CH3:23])[CH:5]=1)([CH3:3])[CH3:2].C(C1C=CC(C(C)C(C)C(O)(C(F)(F)F)CO)=C(OC)C=1)(C)C.CS(C)=O.[NH4+].[Cl-]. (2) Given the product [C@@H:59]1([N:68]2[C:77]3[N:76]=[CH:75][N:74]=[C:72]([OH:73])[C:71]=3[N:70]=[CH:69]2)[O:67][C@H:64]([CH2:65][OH:66])[C@@H:62]([OH:63])[C@H:60]1[OH:61], predict the reactants needed to synthesize it. The reactants are: P(OC[C@H]1O[C@@H](N2C3N=CN=C(N)C=3N=C2)[C@H](O)[C@@H]1O)(OP(O)(O)=O)(=O)O.P(OC[C@H]1O[C@@H](N2C3N=CN=C(N)C=3N=C2)[C@H](O)[C@@H]1O)(OP(OP(O)(O)=O)(O)=O)(=O)O.[C@@H:59]1([N:68]2[C:77]3[N:76]=[CH:75][N:74]=[C:72]([OH:73])[C:71]=3[N:70]=[CH:69]2)[O:67][C@H:64]([CH2:65][OH:66])[C@@H:62]([OH:63])[C@H:60]1[OH:61]. (3) Given the product [Cl:1][C:2]1[CH:3]=[C:4]([C:16]2[O:20][N:19]=[C:18]([C:21]3[S:25][C:24]([CH2:26][N:55]4[CH2:58][CH:57]([C:59]([O:61][CH3:62])=[O:60])[CH2:56]4)=[CH:23][C:22]=3[CH2:28][CH3:29])[N:17]=2)[CH:5]=[CH:6][C:7]=1[O:8][C:9]1[CH:14]=[CH:13][CH:12]=[C:11]([F:15])[CH:10]=1, predict the reactants needed to synthesize it. The reactants are: [Cl:1][C:2]1[CH:3]=[C:4]([C:16]2[O:20][N:19]=[C:18]([C:21]3[S:25][C:24]([CH2:26]O)=[CH:23][C:22]=3[CH2:28][CH3:29])[N:17]=2)[CH:5]=[CH:6][C:7]=1[O:8][C:9]1[CH:14]=[CH:13][CH:12]=[C:11]([F:15])[CH:10]=1.C(Br)(Br)(Br)Br.C1(P(C2C=CC=CC=2)C2C=CC=CC=2)C=CC=CC=1.Cl.[NH:55]1[CH2:58][CH:57]([C:59]([O:61][CH3:62])=[O:60])[CH2:56]1.C(N(CC)C(C)C)(C)C. (4) Given the product [NH2:39][C:40]1([C:44]2[CH:45]=[CH:46][C:47]([C:50]3[C:51]([C:63]4[CH:64]=[CH:65][CH:66]=[CH:67][CH:68]=4)=[CH:52][C:53]4[N:58]([CH3:59])[CH:57]=[C:56]([CH3:61])[O:55][C:54]=4[N:62]=3)=[CH:48][CH:49]=2)[CH2:41][CH2:42][CH2:43]1, predict the reactants needed to synthesize it. The reactants are: NC1(C2C=CC(C3C(C4C=CC=CC=4)=CC4N(CCC#N)C(=O)COC=4N=3)=CC=2)CCC1.C(OC(=O)[NH:39][C:40]1([C:44]2[CH:49]=[CH:48][C:47]([C:50]3[C:51]([C:63]4[CH:68]=[CH:67][CH:66]=[CH:65][CH:64]=4)=[CH:52][C:53]4[N:58]([CH3:59])[C:57](=O)[CH:56]([CH3:61])[O:55][C:54]=4[N:62]=3)=[CH:46][CH:45]=2)[CH2:43][CH2:42][CH2:41]1)(C)(C)C.